Dataset: Forward reaction prediction with 1.9M reactions from USPTO patents (1976-2016). Task: Predict the product of the given reaction. (1) The product is: [OH:1][C:2]1[CH:3]=[C:4]([CH:8]=[C:9]([O:12][CH3:13])[C:10]=1[OH:11])[C:5]([O:25][C:14]1[C:23]2[C:18](=[CH:19][CH:20]=[CH:21][CH:22]=2)[CH:17]=[C:16]([O:6][C:5](=[O:7])[C:4]2[CH:8]=[C:9]([O:12][CH3:13])[C:10]([OH:11])=[C:2]([OH:1])[CH:3]=2)[CH:15]=1)=[O:6]. Given the reactants [OH:1][C:2]1[CH:3]=[C:4]([CH:8]=[C:9]([O:12][CH3:13])[C:10]=1[OH:11])[C:5]([OH:7])=[O:6].[C:14]1([OH:25])[C:23]2[C:18](=[CH:19][CH:20]=[CH:21][CH:22]=2)[CH:17]=[C:16](O)[CH:15]=1, predict the reaction product. (2) Given the reactants [NH2:1][C:2]1[N:10]=[C:9]([F:11])[N:8]=[C:7]2[C:3]=1[N:4]=[C:5]([CH2:21][C:22]1[C:30]([I:31])=[CH:29][C:25]3[O:26][CH2:27][O:28][C:24]=3[CH:23]=1)[N:6]2[CH2:12][C:13]1[N:14]=[N:15][N:16]([CH2:18][CH2:19][OH:20])[CH:17]=1.C(N(CC)CC)C.[S:39](Cl)(=[O:42])(=[O:41])[NH2:40].O, predict the reaction product. The product is: [NH2:1][C:2]1[N:10]=[C:9]([F:11])[N:8]=[C:7]2[C:3]=1[N:4]=[C:5]([CH2:21][C:22]1[C:30]([I:31])=[CH:29][C:25]3[O:26][CH2:27][O:28][C:24]=3[CH:23]=1)[N:6]2[CH2:12][C:13]1[N:14]=[N:15][N:16]([CH2:18][CH2:19][O:20][S:39](=[O:42])(=[O:41])[NH2:40])[CH:17]=1. (3) Given the reactants [Br:1][C:2]1[CH:22]=[CH:21][C:20]([F:23])=[CH:19][C:3]=1[O:4][C:5]1[CH:10]=[CH:9][C:8]([C:11]2[CH:15]=[C:14]([C:16]([NH2:18])=O)[O:13][N:12]=2)=[CH:7][CH:6]=1.C(N(CC)CC)C.C(OC(C(F)(F)F)=O)(C(F)(F)F)=O, predict the reaction product. The product is: [Br:1][C:2]1[CH:22]=[CH:21][C:20]([F:23])=[CH:19][C:3]=1[O:4][C:5]1[CH:6]=[CH:7][C:8]([C:11]2[CH:15]=[C:14]([C:16]#[N:18])[O:13][N:12]=2)=[CH:9][CH:10]=1. (4) Given the reactants [CH2:1]([C:3]1[N:8]([C:9]2[CH:14]=[CH:13][CH:12]=[CH:11][CH:10]=2)[C:7](=[O:15])[C:6]([C:16]#N)=[CH:5][CH:4]=1)[CH3:2].[OH-:18].[Na+].[OH2:20], predict the reaction product. The product is: [CH2:1]([C:3]1[N:8]([C:9]2[CH:14]=[CH:13][CH:12]=[CH:11][CH:10]=2)[C:7](=[O:15])[C:6]([C:16]([OH:20])=[O:18])=[CH:5][CH:4]=1)[CH3:2]. (5) Given the reactants C(O)(C(F)(F)F)=O.[NH2:8][C:9]1[N:17]=[C:16]([O:18][CH2:19][CH2:20][CH2:21][CH3:22])[N:15]=[C:14]2[C:10]=1[NH:11][C:12](=[O:55])[N:13]2[CH2:23][CH2:24][CH2:25][N:26]([CH2:43][C:44]1[CH:49]=[CH:48][CH:47]=[C:46]([CH2:50][C:51]([O:53][CH3:54])=[O:52])[CH:45]=1)[CH:27]1[CH2:32][CH2:31][N:30]([CH2:33][CH2:34][CH2:35][C:36]([O:38]C(C)(C)C)=[O:37])[CH2:29][CH2:28]1, predict the reaction product. The product is: [NH2:8][C:9]1[N:17]=[C:16]([O:18][CH2:19][CH2:20][CH2:21][CH3:22])[N:15]=[C:14]2[C:10]=1[NH:11][C:12](=[O:55])[N:13]2[CH2:23][CH2:24][CH2:25][N:26]([CH2:43][C:44]1[CH:49]=[CH:48][CH:47]=[C:46]([CH2:50][C:51]([O:53][CH3:54])=[O:52])[CH:45]=1)[CH:27]1[CH2:28][CH2:29][N:30]([CH2:33][CH2:34][CH2:35][C:36]([OH:38])=[O:37])[CH2:31][CH2:32]1. (6) Given the reactants C(O)(C(F)(F)F)=O.[CH3:8][O:9][C:10]1[N:15]=[C:14]([C:16](OC)=[O:17])[C:13]([NH:20][C:21]([C:23]2[C:32]3[C:27](=[CH:28][CH:29]=[CH:30][CH:31]=3)[C:26]([CH2:33][N:34]3[CH:38]=[CH:37][N:36]=[N:35]3)=[CH:25][CH:24]=2)=[O:22])=[N:12][CH:11]=1.[O:39]1[CH2:44][CH2:43][CH:42]([CH2:45][NH2:46])[CH2:41][CH2:40]1, predict the reaction product. The product is: [CH3:8][O:9][C:10]1[N:15]=[C:14]([C:16]([NH:46][CH2:45][CH:42]2[CH2:43][CH2:44][O:39][CH2:40][CH2:41]2)=[O:17])[C:13]([NH:20][C:21]([C:23]2[C:32]3[C:27](=[CH:28][CH:29]=[CH:30][CH:31]=3)[C:26]([CH2:33][N:34]3[CH:38]=[CH:37][N:36]=[N:35]3)=[CH:25][CH:24]=2)=[O:22])=[N:12][CH:11]=1.